This data is from Full USPTO retrosynthesis dataset with 1.9M reactions from patents (1976-2016). The task is: Predict the reactants needed to synthesize the given product. (1) Given the product [ClH:43].[ClH:43].[NH:29]1[C:30]2[C:26](=[CH:25][C:24]([NH:23][C:21]3[C:20]4[C:15](=[CH:16][C:17]([O:44][CH3:45])=[C:18]([O:40][CH2:41][CH2:42][N:50]5[CH2:51][CH2:52][N:47]([CH3:46])[CH2:48][CH2:49]5)[CH:19]=4)[N:14]=[C:13]([C:9]4[CH:8]=[C:7]([NH:6][C:1](=[O:5])[CH2:2][CH2:3][CH3:4])[CH:12]=[CH:11][CH:10]=4)[N:22]=3)=[CH:32][CH:31]=2)[CH:27]=[N:28]1, predict the reactants needed to synthesize it. The reactants are: [C:1]([NH:6][C:7]1[CH:8]=[C:9]([C:13]2[N:22]=[C:21]([NH:23][C:24]3[CH:25]=[C:26]4[C:30](=[CH:31][CH:32]=3)[N:29](C(OC(C)(C)C)=O)[N:28]=[CH:27]4)[C:20]3[C:15](=[CH:16][C:17]([O:44][CH3:45])=[C:18]([O:40][CH2:41][CH2:42][Cl:43])[CH:19]=3)[N:14]=2)[CH:10]=[CH:11][CH:12]=1)(=[O:5])[CH2:2][CH2:3][CH3:4].[CH3:46][N:47]1[CH2:52][CH2:51][NH:50][CH2:49][CH2:48]1. (2) Given the product [CH3:1][O:2][C:3]1[CH:4]=[C:5]([C:11]2[N:12]=[C:13]([N:23]([CH3:25])[CH3:24])[S:14][C:15]=2[C:16]2[CH:21]=[CH:20][N:19]=[C:18]([NH:46][C:29]3[CH:30]=[CH:31][C:32]([O:33][CH:34]4[CH2:39][CH2:38][N:37]([CH2:40][CH2:41][S:42]([CH3:45])(=[O:43])=[O:44])[CH2:36][CH2:35]4)=[C:27]([F:26])[CH:28]=3)[N:17]=2)[CH:6]=[C:7]([O:9][CH3:10])[CH:8]=1, predict the reactants needed to synthesize it. The reactants are: [CH3:1][O:2][C:3]1[CH:4]=[C:5]([C:11]2[N:12]=[C:13]([N:23]([CH3:25])[CH3:24])[S:14][C:15]=2[C:16]2[CH:21]=[CH:20][N:19]=[C:18](Cl)[N:17]=2)[CH:6]=[C:7]([O:9][CH3:10])[CH:8]=1.[F:26][C:27]1[CH:28]=[C:29]([NH2:46])[CH:30]=[CH:31][C:32]=1[O:33][CH:34]1[CH2:39][CH2:38][N:37]([CH2:40][CH2:41][S:42]([CH3:45])(=[O:44])=[O:43])[CH2:36][CH2:35]1. (3) Given the product [Cl:2][C:3]1[CH:4]=[C:5]([C:10]23[CH2:15][CH:14]2[CH2:13][N:12]([CH2:19][CH3:20])[CH2:11]3)[CH:6]=[CH:7][C:8]=1[Cl:9], predict the reactants needed to synthesize it. The reactants are: Cl.[Cl:2][C:3]1[CH:4]=[C:5]([C:10]23[CH2:15][CH:14]2[CH2:13][NH:12][CH2:11]3)[CH:6]=[CH:7][C:8]=1[Cl:9].[OH-].[Na+].Br[CH2:19][CH3:20]. (4) Given the product [CH3:13][C:14]([CH3:27])([CH3:26])[C:15]([O:17][N:18]([C:19]([O:21][C:22]([CH3:25])([CH3:24])[CH3:23])=[O:20])[S:7]([C:3]1[S:4][CH:5]=[CH:6][C:2]=1[Br:1])(=[O:9])=[O:8])=[O:16], predict the reactants needed to synthesize it. The reactants are: [Br:1][C:2]1[CH:6]=[CH:5][S:4][C:3]=1[S:7](Cl)(=[O:9])=[O:8].[H-].[Na+].[CH3:13][C:14]([CH3:27])([CH3:26])[C:15]([O:17][NH:18][C:19]([O:21][C:22]([CH3:25])([CH3:24])[CH3:23])=[O:20])=[O:16]. (5) Given the product [Cl:1][C:2]([F:36])([F:37])[C:3]1[N:7]2[C:8]3[CH:31]=[CH:30][C:29]([C:32]([F:33])([F:34])[F:35])=[CH:28][C:9]=3[C@@H:10]([C:19]3[CH:24]=[CH:23][CH:22]=[C:21]([O:25][CH3:26])[C:20]=3[Cl:27])[O:11][C@H:12]([CH2:13][C:14]([O:16][CH2:17][CH3:18])=[O:15])[C:6]2=[N:5][N:4]=1.[Cl:1][C:2]([F:36])([F:37])[C:3]1[N:7]2[C:8]3[CH:31]=[CH:30][C:29]([C:32]([F:33])([F:34])[F:35])=[CH:28][C:9]=3[C@H:10]([C:19]3[CH:24]=[CH:23][CH:22]=[C:21]([O:25][CH3:26])[C:20]=3[Cl:27])[O:11][C@@H:12]([CH2:13][C:14]([O:16][CH2:17][CH3:18])=[O:15])[C:6]2=[N:5][N:4]=1, predict the reactants needed to synthesize it. The reactants are: [Cl:1][C:2]([F:37])([F:36])[C:3]1[N:7]2[C:8]3[CH:31]=[CH:30][C:29]([C:32]([F:35])([F:34])[F:33])=[CH:28][C:9]=3[C@@H:10]([C:19]3[CH:24]=[CH:23][CH:22]=[C:21]([O:25][CH3:26])[C:20]=3[Cl:27])[O:11][C@H:12]([CH2:13][C:14]([O:16][CH2:17][CH3:18])=[O:15])[C:6]2=[N:5][N:4]=1.CCCCCC. (6) Given the product [N:1]1[C:11]2[N:10]([CH2:12][CH2:13][CH2:14][NH:15][S:36]([C:33]3[CH:32]=[CH:31][C:30]([O:29][C:28]([F:27])([F:40])[F:41])=[CH:35][CH:34]=3)(=[O:38])=[O:37])[C:9]3[CH:16]=[CH:17][CH:18]=[CH:19][C:8]=3[CH2:7][CH2:6][C:5]=2[CH:4]=[CH:3][CH:2]=1, predict the reactants needed to synthesize it. The reactants are: [N:1]1[C:11]2[N:10]([CH2:12][CH2:13][CH2:14][NH2:15])[C:9]3[CH:16]=[CH:17][CH:18]=[CH:19][C:8]=3[CH2:7][CH2:6][C:5]=2[CH:4]=[CH:3][CH:2]=1.CCN(CC)CC.[F:27][C:28]([F:41])([F:40])[O:29][C:30]1[CH:35]=[CH:34][C:33]([S:36](Cl)(=[O:38])=[O:37])=[CH:32][CH:31]=1. (7) Given the product [Cl:1][C:2]1[CH:7]=[CH:6][C:5]([S:8]([N:11]([CH2:22][C:23]2[CH:28]=[N:27][C:26]([C:29]#[N:30])=[CH:25][CH:24]=2)[C@H:12]([C:15]2[CH:16]=[CH:17][CH:18]=[CH:19][CH:20]=2)[CH2:13][CH3:14])(=[O:10])=[O:9])=[CH:4][CH:3]=1, predict the reactants needed to synthesize it. The reactants are: [Cl:1][C:2]1[CH:7]=[CH:6][C:5]([S:8]([NH:11][C@H:12]([C:15]2[CH:20]=[CH:19][CH:18]=[CH:17][CH:16]=2)[CH2:13][CH3:14])(=[O:10])=[O:9])=[CH:4][CH:3]=1.Br[CH2:22][C:23]1[CH:24]=[CH:25][C:26]([C:29]#[N:30])=[N:27][CH:28]=1.C([O-])([O-])=O.[K+].[K+].